Dataset: Forward reaction prediction with 1.9M reactions from USPTO patents (1976-2016). Task: Predict the product of the given reaction. (1) Given the reactants [Cl:1][C:2]1[C:3]([C:20]2[CH:25]=[CH:24][C:23]([C:26]3[CH:31]=[CH:30][CH:29]=[CH:28][C:27]=3[OH:32])=[CH:22][CH:21]=2)=[CH:4][C:5]2[N:9]=[C:8]([S:10][CH2:11][C:12]([O:14]C(C)(C)C)=[O:13])[NH:7][C:6]=2[CH:19]=1, predict the reaction product. The product is: [Cl:1][C:2]1[C:3]([C:20]2[CH:21]=[CH:22][C:23]([C:26]3[CH:31]=[CH:30][CH:29]=[CH:28][C:27]=3[OH:32])=[CH:24][CH:25]=2)=[CH:4][C:5]2[N:9]=[C:8]([S:10][CH2:11][C:12]([OH:14])=[O:13])[NH:7][C:6]=2[CH:19]=1. (2) Given the reactants [C:1]1([C:7]([OH:10])([CH3:9])[CH3:8])[CH:6]=[CH:5][CH:4]=[CH:3][CH:2]=1.[Br:11][CH2:12][C:13](Cl)=[O:14], predict the reaction product. The product is: [Br:11][CH2:12][C:13]([O:10][C:7]([C:1]1[CH:6]=[CH:5][CH:4]=[CH:3][CH:2]=1)([CH3:9])[CH3:8])=[O:14].